From a dataset of Catalyst prediction with 721,799 reactions and 888 catalyst types from USPTO. Predict which catalyst facilitates the given reaction. (1) Reactant: [NH2:1][C:2]1([CH2:11][C:12]([O:14]CC)=O)[CH2:10][C:9]2[C:4](=[CH:5][CH:6]=[CH:7][CH:8]=2)[CH2:3]1.[CH3:17][NH:18][C:19]([CH:21]1[CH2:31][C:25]2[N:26]([CH3:30])[C:27]([CH3:29])=[N:28][C:24]=2[C:23](=O)[CH2:22]1)=[O:20].O.C1(C)C=CC(S(O)(=O)=O)=CC=1. Product: [CH3:17][NH:18][C:19]([CH:21]1[CH2:31][C:25]2[N:26]([CH3:30])[C:27]([CH3:29])=[N:28][C:24]=2[C:23]2[NH:1][C:2]3([CH2:3][C:4]4[C:9](=[CH:8][CH:7]=[CH:6][CH:5]=4)[CH2:10]3)[CH2:11][C:12](=[O:14])[C:22]1=2)=[O:20]. The catalyst class is: 113. (2) Reactant: [C:1]([O:5][C:6]([N:8]1[CH2:13][CH2:12][CH:11]([CH2:14][CH2:15][C:16]2[CH:17]=[C:18]([CH:22]=[CH:23][CH:24]=2)[C:19](O)=[O:20])[CH2:10][CH2:9]1)=[O:7])([CH3:4])([CH3:3])[CH3:2].Cl.C[N:27](C)CCCN=C=NCC.ON1C2C=CC=CC=2N=N1.[Cl-].[NH4+].C(=O)([O-])O.[Na+]. Product: [NH2:27][C:19]([C:18]1[CH:17]=[C:16]([CH2:15][CH2:14][CH:11]2[CH2:12][CH2:13][N:8]([C:6]([O:5][C:1]([CH3:4])([CH3:3])[CH3:2])=[O:7])[CH2:9][CH2:10]2)[CH:24]=[CH:23][CH:22]=1)=[O:20]. The catalyst class is: 3.